From a dataset of Retrosynthesis with 50K atom-mapped reactions and 10 reaction types from USPTO. Predict the reactants needed to synthesize the given product. (1) Given the product COC(=O)c1ccc(OCc2ccsc2)cc1OCOCC[Si](C)(C)C, predict the reactants needed to synthesize it. The reactants are: COC(=O)c1ccc(OCc2ccsc2)cc1O.C[Si](C)(C)CCOCCl. (2) Given the product O=C(NCCCN1CCOCC1)c1ccc2[nH]c(-c3nc4ccccc4[nH]c3=O)cc2c1, predict the reactants needed to synthesize it. The reactants are: NCCCN1CCOCC1.O=C(O)c1ccc2[nH]c(-c3nc4ccccc4[nH]c3=O)cc2c1.